Task: Predict the reactants needed to synthesize the given product.. Dataset: Full USPTO retrosynthesis dataset with 1.9M reactions from patents (1976-2016) (1) Given the product [CH3:31][O:30][C:11]1[CH:12]=[C:13]([O:15][CH2:16][C:17]2[CH:22]=[CH:21][CH:20]=[C:19]([C:23]3[CH:28]=[CH:27][CH:26]=[CH:25][CH:24]=3)[C:18]=2[CH3:29])[CH:14]=[C:3]([O:2][CH3:1])[C:4]=1[CH2:5][N:6]([CH3:10])[CH2:7][CH2:8][NH:9][C:42](/[CH:43]=[CH:44]/[C:45]([O:47][CH2:48][CH3:49])=[O:46])=[O:50], predict the reactants needed to synthesize it. The reactants are: [CH3:1][O:2][C:3]1[CH:14]=[C:13]([O:15][CH2:16][C:17]2[C:18]([CH3:29])=[C:19]([C:23]3[CH:28]=[CH:27][CH:26]=[CH:25][CH:24]=3)[CH:20]=[CH:21][CH:22]=2)[CH:12]=[C:11]([O:30][CH3:31])[C:4]=1[CH2:5][N:6]([CH3:10])[CH2:7][CH2:8][NH2:9].CCN(C(C)C)C(C)C.Cl[C:42](=[O:50])/[CH:43]=[CH:44]/[C:45]([O:47][CH2:48][CH3:49])=[O:46]. (2) Given the product [CH3:1][O:2][CH2:3][CH2:4][O:5][C:6]([NH:8][C@H:9]1[CH2:14][CH2:13][CH2:12][CH2:11][C@@H:10]1[N:15]1[C:19]([C:20]2[CH:25]=[CH:24][CH:23]=[CH:22][CH:21]=2)=[C:18]([C:26]([OH:28])=[O:27])[N:17]=[CH:16]1)=[O:7], predict the reactants needed to synthesize it. The reactants are: [CH3:1][O:2][CH2:3][CH2:4][O:5][C:6]([NH:8][C@H:9]1[CH2:14][CH2:13][CH2:12][CH2:11][C@@H:10]1[N:15]1[C:19]([C:20]2[CH:25]=[CH:24][CH:23]=[CH:22][CH:21]=2)=[C:18]([C:26]([O:28]CC)=[O:27])[N:17]=[CH:16]1)=[O:7].[OH-].[Na+].Cl.